This data is from Catalyst prediction with 721,799 reactions and 888 catalyst types from USPTO. The task is: Predict which catalyst facilitates the given reaction. (1) Reactant: [NH2:1][C:2]1[CH:3]=[C:4]([S:8]([N:11]2[CH2:16][CH2:15][N:14]([CH2:17][C:18]3[CH:23]=[CH:22][C:21]([C:24]([OH:33])([C:29]([F:32])([F:31])[F:30])[C:25]([F:28])([F:27])[F:26])=[CH:20][CH:19]=3)[CH2:13][CH2:12]2)(=[O:10])=[O:9])[CH:5]=[CH:6][CH:7]=1.[C:34](Cl)(=O)[O:35]C1C=CC([N+]([O-])=O)=CC=1.[CH:47]1([CH2:50][NH2:51])[CH2:49][CH2:48]1. Product: [CH:47]1([CH2:50][NH:51][C:34]([NH:1][C:2]2[CH:7]=[CH:6][CH:5]=[C:4]([S:8]([N:11]3[CH2:12][CH2:13][N:14]([CH2:17][C:18]4[CH:19]=[CH:20][C:21]([C:24]([OH:33])([C:25]([F:26])([F:27])[F:28])[C:29]([F:32])([F:31])[F:30])=[CH:22][CH:23]=4)[CH2:15][CH2:16]3)(=[O:9])=[O:10])[CH:3]=2)=[O:35])[CH2:49][CH2:48]1. The catalyst class is: 120. (2) Reactant: Cl[CH2:2][C:3]1[N:4]=[C:5]([C:9]2[CH:14]=[CH:13][C:12]([CH2:15][C:16]([O:18][CH2:19][CH3:20])=[O:17])=[CH:11][CH:10]=2)[O:6][C:7]=1[CH3:8].[OH:21][C:22]1[CH:26]=[C:25]([C:27]([O:29][CH3:30])=[O:28])[O:24][N:23]=1.C(=O)([O-])[O-].[K+].[K+].CN(C)C=O. Product: [CH2:19]([O:18][C:16](=[O:17])[CH2:15][C:12]1[CH:13]=[CH:14][C:9]([C:5]2[O:6][C:7]([CH3:8])=[C:3]([CH2:2][O:21][C:22]3[CH:26]=[C:25]([C:27]([O:29][CH3:30])=[O:28])[O:24][N:23]=3)[N:4]=2)=[CH:10][CH:11]=1)[CH3:20]. The catalyst class is: 6. (3) Reactant: [C:1]([C:3]([CH3:11])=[C:4]([O-])[C:5]([O:7][CH2:8][CH3:9])=[O:6])#[N:2].[K+].[CH3:13][NH:14][NH2:15].Cl. Product: [NH2:2][C:1]1[N:14]([CH3:13])[N:15]=[C:4]([C:5]([O:7][CH2:8][CH3:9])=[O:6])[C:3]=1[CH3:11]. The catalyst class is: 14. (4) Reactant: C([O:5][C:6](=[O:35])[CH2:7][C@@H:8]([C:27]1[CH:28]=[N:29][C:30]([O:33][CH3:34])=[CH:31][CH:32]=1)[N:9]1[CH2:13][CH2:12][N:11]([CH2:14][CH2:15][CH2:16][C:17](=[O:25])[NH:18][C:19]2[NH:20][CH2:21][CH2:22][CH2:23][N:24]=2)[C:10]1=[O:26])(C)(C)C. Product: [CH3:34][O:33][C:30]1[N:29]=[CH:28][C:27]([C@@H:8]([N:9]2[CH2:13][CH2:12][N:11]([CH2:14][CH2:15][CH2:16][C:17](=[O:25])[NH:18][C:19]3[NH:20][CH2:21][CH2:22][CH2:23][N:24]=3)[C:10]2=[O:26])[CH2:7][C:6]([OH:35])=[O:5])=[CH:32][CH:31]=1. The catalyst class is: 281.